This data is from Full USPTO retrosynthesis dataset with 1.9M reactions from patents (1976-2016). The task is: Predict the reactants needed to synthesize the given product. (1) Given the product [CH3:28][N:27]([CH3:29])[C:25]([C:24]1[CH:30]=[CH:31][C:32]([O:21][C:19]2[C:15]3[CH:16]=[CH:17][O:18][C:14]=3[CH:13]=[C:12]([C:10]([NH:41][C:38]3[CH:39]=[CH:40][N:36]([CH3:35])[N:37]=3)=[O:11])[CH:20]=2)=[CH:33][C:23]=1[F:22])=[O:26], predict the reactants needed to synthesize it. The reactants are: C([O-])([O-])=O.[Cs+].[Cs+].C(O[C:10]([C:12]1[CH:20]=[C:19]([OH:21])[C:15]2[CH:16]=[CH:17][O:18][C:14]=2[CH:13]=1)=[O:11])C.[F:22][C:23]1[CH:33]=[C:32](F)[CH:31]=[CH:30][C:24]=1[C:25]([N:27]([CH3:29])[CH3:28])=[O:26].[CH3:35][N:36]1[CH:40]=[CH:39][C:38]([NH2:41])=[N:37]1.CN(C(ON1N=NC2C=CC=NC1=2)=[N+](C)C)C.F[P-](F)(F)(F)(F)F. (2) Given the product [NH2:17][C:15]1[N:16]=[C:9]2[C:8]([C:5]3[CH2:4][CH2:3][N:2]([C:31](=[O:32])[CH2:30][CH2:29][C:28]([F:35])([F:34])[F:27])[CH2:7][CH:6]=3)=[CH:13][CH:12]=[CH:11][N:10]2[N:14]=1, predict the reactants needed to synthesize it. The reactants are: Cl.[NH:2]1[CH2:7][CH:6]=[C:5]([C:8]2[C:9]3[N:10]([N:14]=[C:15]([NH2:17])[N:16]=3)[CH:11]=[CH:12][CH:13]=2)[CH2:4][CH2:3]1.CCN(C(C)C)C(C)C.[F:27][C:28]([F:35])([F:34])[CH2:29][CH2:30][C:31](O)=[O:32].CN(C(ON1N=NC2C=CC=NC1=2)=[N+](C)C)C.F[P-](F)(F)(F)(F)F. (3) The reactants are: F[C:2](F)(F)[C:3]([O-])=O.[F:8][C:9]1([F:17])[CH2:14][CH2:13][CH:12]([CH2:15][NH2:16])[CH2:11][CH2:10]1.[S:18]1[CH:22]=[CH:21][N:20]=[C:19]1[N:23]1[CH:27]=[CH:26][CH:25]=[C:24]1[CH:28]=O. Given the product [F:8][C:9]1([F:17])[CH2:14][CH2:13][CH:12]([CH2:15][N:16]([CH2:28][C:24]2[N:23]([C:19]3[S:18][CH:2]=[CH:3][N:20]=3)[CH:27]=[CH:26][CH:25]=2)[CH2:28][C:24]2[N:23]([C:19]3[S:18][CH:22]=[CH:21][N:20]=3)[CH:27]=[CH:26][CH:25]=2)[CH2:11][CH2:10]1, predict the reactants needed to synthesize it.